This data is from Peptide-MHC class II binding affinity with 134,281 pairs from IEDB. The task is: Regression. Given a peptide amino acid sequence and an MHC pseudo amino acid sequence, predict their binding affinity value. This is MHC class II binding data. The peptide sequence is SGVAWLVVDPTTLFW. The MHC is DRB1_1302 with pseudo-sequence DRB1_1302. The binding affinity (normalized) is 0.778.